Predict the reactants needed to synthesize the given product. From a dataset of Full USPTO retrosynthesis dataset with 1.9M reactions from patents (1976-2016). (1) The reactants are: [NH2:1][C:2]1([CH2:5][O:6][C:7]2[CH:16]=[C:15]3[C:10]([C:11]([O:17][C:18]4[CH:19]=[C:20]5[C:25](=[CH:26][CH:27]=4)[C:24]([C:28]([NH:30][CH3:31])=[O:29])=[CH:23][CH:22]=[CH:21]5)=[CH:12][CH:13]=[N:14]3)=[CH:9][C:8]=2[O:32][CH3:33])[CH2:4][CH2:3]1.[CH:34]1([CH:37]=O)[CH2:36][CH2:35]1.[BH4-].[Na+]. Given the product [CH:34]1([CH2:37][NH:1][C:2]2([CH2:5][O:6][C:7]3[CH:16]=[C:15]4[C:10]([C:11]([O:17][C:18]5[CH:19]=[C:20]6[C:25](=[CH:26][CH:27]=5)[C:24]([C:28]([NH:30][CH3:31])=[O:29])=[CH:23][CH:22]=[CH:21]6)=[CH:12][CH:13]=[N:14]4)=[CH:9][C:8]=3[O:32][CH3:33])[CH2:3][CH2:4]2)[CH2:36][CH2:35]1, predict the reactants needed to synthesize it. (2) Given the product [CH3:11][NH:10][C@@H:3]([C:4]1[CH:5]=[CH:6][CH:7]=[CH:8][CH:9]=1)[CH2:2][N:21]1[CH2:25][CH2:24][C@H:23]([O:26][CH2:27][CH2:28][O:29][CH2:30][CH2:31][O:32][CH2:33][CH2:34][O:35][CH2:36][CH2:37][O:38][CH2:39][CH2:40][O:41][CH3:42])[CH2:22]1, predict the reactants needed to synthesize it. The reactants are: O=[C:2]([N:21]1[CH2:25][CH2:24][C@H:23]([O:26][CH2:27][CH2:28][O:29][CH2:30][CH2:31][O:32][CH2:33][CH2:34][O:35][CH2:36][CH2:37][O:38][CH2:39][CH2:40][O:41][CH3:42])[CH2:22]1)[C@@H:3]([NH:10][C:11](=O)OCC1C=CC=CC=1)[C:4]1[CH:9]=[CH:8][CH:7]=[CH:6][CH:5]=1.[H-].[Al+3].[Li+].[H-].[H-].[H-].C(=O)([O-])[O-].[Na+].[Na+]. (3) Given the product [NH2:7][C:6]1[N:4]([CH2:3][CH2:2][OH:1])[N:5]=[C:9]([OH:10])[C:8]=1[C:14]1[CH:15]=[CH:16][C:17]([CH3:20])=[CH:18][CH:19]=1, predict the reactants needed to synthesize it. The reactants are: [OH:1][CH2:2][CH2:3][NH:4][NH2:5].[C:6]([CH:8]([C:14]1[CH:19]=[CH:18][C:17]([CH3:20])=[CH:16][CH:15]=1)[C:9](OCC)=[O:10])#[N:7]. (4) Given the product [Br:27][C:11]1[CH:10]=[C:9]([CH2:12][CH2:13][C:14]([O:16][CH2:17][CH3:18])=[O:15])[CH:8]=[C:7]([CH3:19])[C:6]=1[CH:1]1[CH2:2][CH2:3][CH2:4][CH2:5]1, predict the reactants needed to synthesize it. The reactants are: [CH:1]1([C:6]2[CH:11]=[CH:10][C:9]([CH2:12][CH2:13][C:14]([O:16][CH2:17][CH3:18])=[O:15])=[CH:8][C:7]=2[CH3:19])[CH2:5][CH2:4][CH2:3][CH2:2]1.C1C(=O)N([Br:27])C(=O)C1. (5) Given the product [Cl:28][C:11]1[CH:20]=[CH:19][C:18]2[C:13](=[CH:14][CH:15]=[C:16]([OH:21])[CH:17]=2)[N:12]=1, predict the reactants needed to synthesize it. The reactants are: ClC1C=C(C=CC=1[C:11]1[CH:20]=[CH:19][C:18]2[C:13](=[CH:14][CH:15]=[C:16]([O:21]C)[CH:17]=2)[N:12]=1)C(O)=O.B(Br)(Br)Br.C(Cl)[Cl:28]. (6) Given the product [CH:2]1([CH:7]([NH:8][C:33]2[CH:42]=[CH:41][C:36]([C:37]([O:39][CH3:40])=[O:38])=[CH:35][N:34]=2)[C:9]2[CH:10]=[C:11]([CH3:25])[C:12]([N:16]3[CH:20]=[C:19]([C:21]([F:23])([F:24])[F:22])[CH:18]=[N:17]3)=[C:13]([CH3:15])[CH:14]=2)[CH2:6][CH2:5][CH2:4][CH2:3]1, predict the reactants needed to synthesize it. The reactants are: Cl.[CH:2]1([CH:7]([C:9]2[CH:14]=[C:13]([CH3:15])[C:12]([N:16]3[CH:20]=[C:19]([C:21]([F:24])([F:23])[F:22])[CH:18]=[N:17]3)=[C:11]([CH3:25])[CH:10]=2)[NH2:8])[CH2:6][CH2:5][CH2:4][CH2:3]1.C(=O)([O-])[O-].[K+].[K+].F[C:33]1[CH:42]=[CH:41][C:36]([C:37]([O:39][CH3:40])=[O:38])=[CH:35][N:34]=1. (7) Given the product [F:17][C:13]1[N:12]=[C:11]([S:18]([Cl:1])(=[O:21])=[O:19])[CH:16]=[CH:15][CH:14]=1, predict the reactants needed to synthesize it. The reactants are: [Cl:1]Cl.C(S[C:11]1[CH:16]=[CH:15][CH:14]=[C:13]([F:17])[N:12]=1)C1C=CC=CC=1.[S:18](S([O-])=O)([O-:21])(=O)=[O:19].[Na+].[Na+]. (8) Given the product [CH3:44][S:45]([N:1]1[CH2:2][CH2:3][CH:4]([NH:7][C:8]([N:10]2[C@@:14]([C:16]3[CH:21]=[CH:20][C:19]([Cl:22])=[CH:18][CH:17]=3)([CH3:15])[C@@:13]([C:24]3[CH:29]=[CH:28][C:27]([Cl:30])=[CH:26][CH:25]=3)([CH3:23])[N:12]=[C:11]2[C:31]2[CH:32]=[N:33][C:34]([C:40]([CH3:42])([CH3:41])[CH3:43])=[CH:35][C:36]=2[O:37][CH2:38][CH3:39])=[O:9])[CH2:5][CH2:6]1)(=[O:47])=[O:46], predict the reactants needed to synthesize it. The reactants are: [NH:1]1[CH2:6][CH2:5][CH:4]([NH:7][C:8]([N:10]2[C@@:14]([C:16]3[CH:21]=[CH:20][C:19]([Cl:22])=[CH:18][CH:17]=3)([CH3:15])[C@@:13]([C:24]3[CH:29]=[CH:28][C:27]([Cl:30])=[CH:26][CH:25]=3)([CH3:23])[N:12]=[C:11]2[C:31]2[CH:32]=[N:33][C:34]([C:40]([CH3:43])([CH3:42])[CH3:41])=[CH:35][C:36]=2[O:37][CH2:38][CH3:39])=[O:9])[CH2:3][CH2:2]1.[CH3:44][S:45](Cl)(=[O:47])=[O:46]. (9) Given the product [ClH:1].[OH:2][CH:3]([CH2:18][O:19][C:20]1[CH:25]=[CH:24][C:23]([C:33]#[N:34])=[CH:22][CH:21]=1)[CH2:4][NH:5][C:6]([CH3:17])([CH3:16])[CH2:7][C:8]1[CH:13]=[CH:12][C:11]([O:14][CH3:15])=[CH:10][CH:9]=1, predict the reactants needed to synthesize it. The reactants are: [ClH:1].[OH:2][CH:3]([CH2:18][O:19][C:20]1[CH:25]=[CH:24][CH:23]=[C:22](C(F)(F)F)[CH:21]=1)[CH2:4][NH:5][C:6]([CH3:17])([CH3:16])[CH2:7][C:8]1[CH:13]=[CH:12][C:11]([O:14][CH3:15])=[CH:10][CH:9]=1.Cl.OC(COC1C=CC(OC)=CC=1)[CH2:33][NH:34]C(C)(C)CC1C=CC(OC)=CC=1.Cl.OC(COC1C=CC=CC=1C)CNC(C)(C)CC1C=CC(OC)=CC=1. (10) Given the product [Cl:16][C:13]1[CH:14]=[N:15][C:4]2[N:3]=[C:2]([N:17]3[CH2:20][CH:19]([N:21]([CH3:29])[C:22](=[O:28])[O:23][C:24]([CH3:25])([CH3:26])[CH3:27])[CH2:18]3)[N:7]3[N:8]=[C:9]([CH3:11])[N:10]=[C:6]3[C:5]=2[CH:12]=1, predict the reactants needed to synthesize it. The reactants are: Cl[C:2]1[N:7]2[N:8]=[C:9]([CH3:11])[N:10]=[C:6]2[C:5]2[CH:12]=[C:13]([Cl:16])[CH:14]=[N:15][C:4]=2[N:3]=1.[NH:17]1[CH2:20][CH:19]([N:21]([CH3:29])[C:22](=[O:28])[O:23][C:24]([CH3:27])([CH3:26])[CH3:25])[CH2:18]1.